Dataset: Full USPTO retrosynthesis dataset with 1.9M reactions from patents (1976-2016). Task: Predict the reactants needed to synthesize the given product. (1) Given the product [N:41]1([CH2:6][CH2:7][NH:8][C:9]([C:11]2[C:12](=[O:30])[C:13]3[CH:27]=[N:26][C:25]([N:34]4[CH2:35][CH2:36][N:31]([C:37](=[O:39])[CH3:38])[CH2:32][CH2:33]4)=[N:24][C:14]=3[N:15]3[C:23]=2[S:22][C:21]2[CH:20]=[CH:19][CH:18]=[CH:17][C:16]3=2)=[O:10])[CH2:45][CH2:44][CH2:43][CH2:42]1, predict the reactants needed to synthesize it. The reactants are: C1([CH2:6][CH2:7][NH:8][C:9]([C:11]2[C:12](=[O:30])[C:13]3[CH:27]=[N:26][C:25](SC)=[N:24][C:14]=3[N:15]3[C:23]=2[S:22][C:21]2[CH:20]=[CH:19][CH:18]=[CH:17][C:16]3=2)=[O:10])CCCC1.[N:31]1([C:37](=[O:39])[CH3:38])[CH2:36][CH2:35][NH:34][CH2:33][CH2:32]1.C[N:41]1[C:45](=O)[CH2:44][CH2:43][CH2:42]1. (2) Given the product [CH3:1][O:2][C:3](=[O:37])[C@@H:4]([NH:19][C:20](=[O:36])[C:21]1[CH:26]=[C:25]([Br:27])[CH:24]=[CH:23][C:22]=1[O:28][CH2:29][CH2:30][CH2:31][CH2:32][CH2:33][CH2:34][CH3:35])[CH2:5][C:6]1[CH:7]=[CH:8][C:9]([C:12]2[CH:17]=[CH:16][CH:15]=[CH:14][C:13]=2[O:18][C:43]2[CH:44]=[CH:45][C:40]([C:39]([F:50])([F:49])[F:38])=[CH:41][CH:42]=2)=[CH:10][CH:11]=1, predict the reactants needed to synthesize it. The reactants are: [CH3:1][O:2][C:3](=[O:37])[C@@H:4]([NH:19][C:20](=[O:36])[C:21]1[CH:26]=[C:25]([Br:27])[CH:24]=[CH:23][C:22]=1[O:28][CH2:29][CH2:30][CH2:31][CH2:32][CH2:33][CH2:34][CH3:35])[CH2:5][C:6]1[CH:11]=[CH:10][C:9]([C:12]2[CH:17]=[CH:16][CH:15]=[CH:14][C:13]=2[OH:18])=[CH:8][CH:7]=1.[F:38][C:39]([F:50])([F:49])[C:40]1[CH:45]=[CH:44][C:43](B(O)O)=[CH:42][CH:41]=1.